From a dataset of Full USPTO retrosynthesis dataset with 1.9M reactions from patents (1976-2016). Predict the reactants needed to synthesize the given product. Given the product [CH3:1][O:2][C:3]1[CH:4]=[C:5]2[CH2:14][CH:13]([CH2:15][CH:16]3[CH2:17][CH2:18][N:19]([CH2:22][C:23]4[CH:28]=[CH:27][CH:26]=[CH:25][CH:24]=4)[CH2:20][CH2:21]3)[C:11](=[O:12])[C:6]2=[CH:7][C:8]=1[O:9][CH3:10], predict the reactants needed to synthesize it. The reactants are: [CH3:1][O:2][C:3]1[CH:4]=[C:5]2[CH2:14][CH:13]([CH2:15][CH:16]3[CH2:21][CH2:20][N:19]([CH2:22][C:23]4[CH:24]=[CH:25][CH:26]=[CH:27][CH:28]=4)[CH2:18][CH2:17]3)[C:11](=[O:12])[C:6]2=[CH:7][C:8]=1[O:9][CH3:10].Cl.O.C(=O)(O)[O-].[Na+].